Dataset: Reaction yield outcomes from USPTO patents with 853,638 reactions. Task: Predict the reaction yield, written as a fraction of the theoretical maximum amount of product (1.0 means a 100% yield; for example, 0.34 means a 34% yield). (1) The reactants are Br[C:2]1[CH:7]=[CH:6][C:5]([O:8][CH2:9][CH3:10])=[C:4]([O:11][CH3:12])[C:3]=1[O:13][CH2:14][O:15][CH3:16].C(=O)([O-])[O-].[Cs+].[Cs+].CC1(C)C(C)(C)OB([C:31]2[CH:32]=[C:33]3[C:37](=[CH:38][CH:39]=2)[C:36](=[O:40])[O:35][CH2:34]3)O1. The catalyst is CN(C)C=O.C1C=CC([P]([Pd]([P](C2C=CC=CC=2)(C2C=CC=CC=2)C2C=CC=CC=2)([P](C2C=CC=CC=2)(C2C=CC=CC=2)C2C=CC=CC=2)[P](C2C=CC=CC=2)(C2C=CC=CC=2)C2C=CC=CC=2)(C2C=CC=CC=2)C2C=CC=CC=2)=CC=1. The product is [CH2:9]([O:8][C:5]1[CH:6]=[CH:7][C:2]([C:31]2[CH:32]=[C:33]3[C:37](=[CH:38][CH:39]=2)[C:36](=[O:40])[O:35][CH2:34]3)=[C:3]([O:13][CH2:14][O:15][CH3:16])[C:4]=1[O:11][CH3:12])[CH3:10]. The yield is 0.400. (2) The yield is 0.710. The catalyst is C(Cl)Cl. The product is [Br:8][C:6]1[CH:7]=[C:2]([NH:1][C:15](=[O:19])[CH:16]([CH3:18])[CH3:17])[CH:3]=[N:4][CH:5]=1. The reactants are [NH2:1][C:2]1[CH:3]=[N:4][CH:5]=[C:6]([Br:8])[CH:7]=1.N1C=CC=CC=1.[C:15](Cl)(=[O:19])[CH:16]([CH3:18])[CH3:17]. (3) The reactants are [NH2:1][OH:2].C1COCC1.C[O:9][C:10](=O)[CH:11]([N:16]([CH3:31])[C:17]([C:19]1[CH:24]=[CH:23][C:22]([C:25]2[CH:30]=[CH:29][CH:28]=[CH:27][CH:26]=2)=[CH:21][CH:20]=1)=[O:18])[C:12]([NH:14][CH3:15])=[O:13]. The catalyst is C(O)C. The product is [C:22]1([C:25]2[CH:26]=[CH:27][CH:28]=[CH:29][CH:30]=2)[CH:21]=[CH:20][C:19]([C:17]([N:16]([CH3:31])[CH:11]([C:12]([NH:14][CH3:15])=[O:13])[C:10]([NH:1][OH:2])=[O:9])=[O:18])=[CH:24][CH:23]=1. The yield is 0.590.